This data is from Catalyst prediction with 721,799 reactions and 888 catalyst types from USPTO. The task is: Predict which catalyst facilitates the given reaction. (1) Reactant: [Cl:1][C:2]1[CH:7]=[CH:6][C:5]([C:8]2[N:12]([CH2:13][C@H:14]([OH:19])[C:15]([F:18])([F:17])[F:16])[C:11](=[O:20])[N:10]([CH2:21][C:22]([NH:24][CH:25]([C:30]3[CH:35]=[CH:34][CH:33]=[C:32]([C:36]([F:39])([F:38])[F:37])[CH:31]=3)[CH2:26][N+:27]([O-])=O)=[O:23])[N:9]=2)=[CH:4][CH:3]=1.[In].Cl. Product: [ClH:1].[NH2:27][CH2:26][CH:25]([NH:24][C:22](=[O:23])[CH2:21][N:10]1[C:11](=[O:20])[N:12]([CH2:13][C@H:14]([OH:19])[C:15]([F:18])([F:16])[F:17])[C:8]([C:5]2[CH:6]=[CH:7][C:2]([Cl:1])=[CH:3][CH:4]=2)=[N:9]1)[C:30]1[CH:35]=[CH:34][CH:33]=[C:32]([C:36]([F:38])([F:37])[F:39])[CH:31]=1. The catalyst class is: 1. (2) Reactant: [C:1]1([CH:7]([C:31]2[CH:36]=[CH:35][CH:34]=[CH:33][CH:32]=2)[N:8]2[C:16]3[C:11](=[C:12]([F:17])[CH:13]=[CH:14][CH:15]=3)[C:10](O)([C:18]3[C:27]([OH:28])=[CH:26][C:21]4[O:22][CH2:23][CH2:24][O:25][C:20]=4[CH:19]=3)[C:9]2=[O:30])[CH:6]=[CH:5][CH:4]=[CH:3][CH:2]=1.FC(F)(F)C(O)=O.C([SiH](CC)CC)C. Product: [C:31]1([CH:7]([C:1]2[CH:2]=[CH:3][CH:4]=[CH:5][CH:6]=2)[N:8]2[C:16]3[C:11](=[C:12]([F:17])[CH:13]=[CH:14][CH:15]=3)[CH:10]([C:18]3[C:27]([OH:28])=[CH:26][C:21]4[O:22][CH2:23][CH2:24][O:25][C:20]=4[CH:19]=3)[C:9]2=[O:30])[CH:32]=[CH:33][CH:34]=[CH:35][CH:36]=1. The catalyst class is: 4. (3) Reactant: C([O:3][C:4](=O)[C:5]([CH3:13])([CH3:12])[CH2:6][CH2:7][CH2:8][CH2:9][CH2:10][CH3:11])C.[H-].[H-].[H-].[H-].[Li+].[Al+3].C1COCC1. Product: [CH3:12][C:5]([CH3:13])([CH2:6][CH2:7][CH2:8][CH2:9][CH2:10][CH3:11])[CH2:4][OH:3]. The catalyst class is: 1. (4) Reactant: Br[CH2:2][C:3]1[CH:12]=[CH:11][C:6]([C:7]([O:9][CH3:10])=[O:8])=[CH:5][C:4]=1[F:13].[F:14][C:15]1[CH:20]=[CH:19][CH:18]=[CH:17][C:16]=1[OH:21].C([O-])([O-])=O.[K+].[K+]. Product: [F:13][C:4]1[CH:5]=[C:6]([CH:11]=[CH:12][C:3]=1[CH2:2][O:21][C:16]1[CH:17]=[CH:18][CH:19]=[CH:20][C:15]=1[F:14])[C:7]([O:9][CH3:10])=[O:8]. The catalyst class is: 58. (5) Reactant: [CH2:1]([N:8]1[C:16]2[C:11](=[CH:12][C:13]([NH:17][C:18]3[CH:27]=[CH:26][C:25]([C:28]([F:31])([F:30])[F:29])=[CH:24][C:19]=3[C:20]([O:22]C)=[O:21])=[CH:14][CH:15]=2)[CH:10]=[CH:9]1)[C:2]1[CH:7]=[CH:6][CH:5]=[CH:4][CH:3]=1.[OH-].[Na+].O.Cl. Product: [CH2:1]([N:8]1[C:16]2[C:11](=[CH:12][C:13]([NH:17][C:18]3[CH:27]=[CH:26][C:25]([C:28]([F:31])([F:29])[F:30])=[CH:24][C:19]=3[C:20]([OH:22])=[O:21])=[CH:14][CH:15]=2)[CH:10]=[CH:9]1)[C:2]1[CH:7]=[CH:6][CH:5]=[CH:4][CH:3]=1. The catalyst class is: 199. (6) Reactant: C1([C@@H](NC(C2C3C(=CC=CC=3)C(=O)N(N)C=2C)=O)CC)C=CC=CC=1.C([BH3-])#N.[Na+].C(=O)C.[C:33]1([C@@H:39]([NH:42][C:43]([C:45]2[C:54]3[C:49](=[CH:50][CH:51]=[CH:52][CH:53]=3)[C:48](=[O:55])[N:47]([N:56]3CCC[CH2:58][CH2:57]3)[C:46]=2[CH3:62])=[O:44])[CH2:40][CH3:41])[CH:38]=[CH:37][CH:36]=[CH:35][CH:34]=1. Product: [C:33]1([C@@H:39]([NH:42][C:43]([C:45]2[C:54]3[C:49](=[CH:50][CH:51]=[CH:52][CH:53]=3)[C:48](=[O:55])[N:47]([NH:56][CH2:57][CH3:58])[C:46]=2[CH3:62])=[O:44])[CH2:40][CH3:41])[CH:38]=[CH:37][CH:36]=[CH:35][CH:34]=1. The catalyst class is: 130.